This data is from Tyrosyl-DNA phosphodiesterase HTS with 341,365 compounds. The task is: Binary Classification. Given a drug SMILES string, predict its activity (active/inactive) in a high-throughput screening assay against a specified biological target. (1) The molecule is S(c1cc(NC(=O)/C=C\c2ccccc2)ccc1)C. The result is 0 (inactive). (2) The compound is S(c1n(CC2OCCC2)c(nn1)C)CC(=O)NNC(=O)c1ccc(OC)cc1. The result is 0 (inactive). (3) The molecule is S(=O)(=O)(Nc1c(cc2OCOc2c1)C(=O)C)c1ccc(cc1)C(=O)C. The result is 0 (inactive). (4) The drug is S=C(Nc1c(cccc1)C)NNC(=O)c1ccncc1. The result is 0 (inactive). (5) The result is 0 (inactive). The drug is O=C(N1CCN(CC1)C(=O)c1occc1)Nc1c(cccc1)C. (6) The compound is O1CCN(c2c(NC(=O)c3ccc(OCCC)cc3)cc3n(c(=O)n(c3c2)C)C)CC1. The result is 0 (inactive). (7) The drug is s1\c(n(Cc2cc3OCOc3cc2)c(c2cc(c(cc2)C)C)c1)=N/c1ccccc1. The result is 0 (inactive). (8) The drug is N(C(C)(C)C)c1nc(NC(C)(C)C)nc(n1)N(C)C. The result is 0 (inactive).